From a dataset of Full USPTO retrosynthesis dataset with 1.9M reactions from patents (1976-2016). Predict the reactants needed to synthesize the given product. (1) Given the product [CH3:1][N:2]([CH2:4][C:5]1[C:13]2[O:12][N:11]=[C:10]([CH2:14][CH2:15][CH:16]3[CH2:21][CH2:20][N:19]([C:28]4[S:29][CH:30]=[CH:31][N:32]=4)[CH2:18][CH2:17]3)[C:9]=2[CH:8]=[CH:7][C:6]=1[O:22][CH2:23][CH:24]1[CH2:25][CH2:26]1)[CH3:3], predict the reactants needed to synthesize it. The reactants are: [CH3:1][N:2]([CH2:4][C:5]1[C:13]2[O:12][N:11]=[C:10]([CH2:14][CH2:15][CH:16]3[CH2:21][CH2:20][NH:19][CH2:18][CH2:17]3)[C:9]=2[CH:8]=[CH:7][C:6]=1[O:22][CH2:23][CH:24]1[CH2:26][CH2:25]1)[CH3:3].Br[C:28]1[S:29][CH:30]=[CH:31][N:32]=1.C(=O)([O-])[O-].[K+].[K+].[OH-].[Na+]. (2) Given the product [CH3:12][S:11][CH2:10][CH2:9][N:1]1[CH2:6][CH2:5][C:4](=[O:7])[CH2:3][CH2:2]1, predict the reactants needed to synthesize it. The reactants are: [NH:1]1[CH2:6][CH2:5][C:4](=[O:7])[CH2:3][CH2:2]1.Cl[CH2:9][CH2:10][S:11][CH3:12].